From a dataset of Reaction yield outcomes from USPTO patents with 853,638 reactions. Predict the reaction yield, written as a fraction of the theoretical maximum amount of product (1.0 means a 100% yield; for example, 0.34 means a 34% yield). (1) The reactants are Cl.FC1C=C(C=CC=1)CN1C=C(C2C3C(=NC=C(C4C=CC(C5CCNCC5)=CC=4)C=3)N(S(C3C=CC(C)=CC=3)(=O)=O)C=2)C=N1.[F:46][C:47]1[CH:48]=[C:49]([CH:91]=[CH:92][CH:93]=1)[CH2:50][N:51]1[CH:55]=[C:54]([C:56]2[C:64]3[C:59](=[N:60][CH:61]=[C:62]([C:65]4[N:70]=[CH:69][C:68]([N:71]5[CH2:76][CH2:75][N:74]([CH2:77][C@@H:78]([OH:80])[CH3:79])[CH2:73][CH2:72]5)=[CH:67][CH:66]=4)[CH:63]=3)[N:58](S(C3C=CC(C)=CC=3)(=O)=O)[CH:57]=2)[CH:53]=[N:52]1.[OH-].[Li+]. The yield is 0.220. The catalyst is C1COCC1.CO.O. The product is [F:46][C:47]1[CH:48]=[C:49]([CH:91]=[CH:92][CH:93]=1)[CH2:50][N:51]1[CH:55]=[C:54]([C:56]2[C:64]3[C:59](=[N:60][CH:61]=[C:62]([C:65]4[N:70]=[CH:69][C:68]([N:71]5[CH2:76][CH2:75][N:74]([CH2:77][C@@H:78]([OH:80])[CH3:79])[CH2:73][CH2:72]5)=[CH:67][CH:66]=4)[CH:63]=3)[NH:58][CH:57]=2)[CH:53]=[N:52]1. (2) The product is [NH2:3][C:4]1[N:9]=[C:8]([NH2:10])[C:7]2[C:6](=[N:12][CH:16]=[C:15]([CH2:14][Br:13])[N:11]=2)[N:5]=1. The reactants are [Br-].[Br-].[NH2:3][C:4]1[N:9]=[C:8]([NH2:10])[C:7]([NH2:11])=[C:6]([NH2:12])[N:5]=1.[Br:13][CH2:14][C:15](=O)[CH:16]=NO. The yield is 0.880. The catalyst is CO. (3) The reactants are [Cl:1][C:2]1[C:7]([C:8]#[N:9])=[CH:6][N:5]=[C:4]2[CH:10]=[C:11](I)[S:12][C:3]=12.[CH3:14][N:15]([CH3:25])[C:16]1[CH:21]=[CH:20][C:19](B(O)O)=[CH:18][CH:17]=1.O. The catalyst is COCCOC.C(=O)(O)[O-].[Na+].C1C=CC([P]([Pd]([P](C2C=CC=CC=2)(C2C=CC=CC=2)C2C=CC=CC=2)([P](C2C=CC=CC=2)(C2C=CC=CC=2)C2C=CC=CC=2)[P](C2C=CC=CC=2)(C2C=CC=CC=2)C2C=CC=CC=2)(C2C=CC=CC=2)C2C=CC=CC=2)=CC=1. The product is [Cl:1][C:2]1[C:7]([C:8]#[N:9])=[CH:6][N:5]=[C:4]2[CH:10]=[C:11]([C:19]3[CH:20]=[CH:21][C:16]([N:15]([CH3:25])[CH3:14])=[CH:17][CH:18]=3)[S:12][C:3]=12. The yield is 0.600. (4) The reactants are [NH2:1][CH2:2][C@@H:3]([OH:5])[CH3:4].[C:6]([O:10][C:11](O[C:11]([O:10][C:6]([CH3:9])([CH3:8])[CH3:7])=[O:12])=[O:12])([CH3:9])([CH3:8])[CH3:7].[Cl-].[NH4+].O. The catalyst is ClCCl. The product is [C:6]([O:10][C:11](=[O:12])[NH:1][CH2:2][C@@H:3]([OH:5])[CH3:4])([CH3:9])([CH3:8])[CH3:7]. The yield is 0.990. (5) The reactants are [CH3:1][C:2]1[S:3][C:4]([C:10]2[CH:15]=[CH:14][CH:13]=[CH:12][CH:11]=2)=[C:5]([C:7]([OH:9])=O)[N:6]=1.CCN(C(C)C)C(C)C.CN(C(ON1N=NC2C=CC=CC1=2)=[N+](C)C)C.[B-](F)(F)(F)F.[Br:47][C:48]1[C:49]([CH3:65])=[C:50]([CH3:64])[C:51]2[N:52]([CH:54]=[C:55]([CH2:57][C@@H:58]3[CH2:63][CH2:62][CH2:61][CH2:60][NH:59]3)[N:56]=2)[CH:53]=1. The catalyst is CN(C=O)C.[Cl-].[Na+].O. The product is [Br:47][C:48]1[C:49]([CH3:65])=[C:50]([CH3:64])[C:51]2[N:52]([CH:54]=[C:55]([CH2:57][C@@H:58]3[CH2:63][CH2:62][CH2:61][CH2:60][N:59]3[C:7]([C:5]3[N:6]=[C:2]([CH3:1])[S:3][C:4]=3[C:10]3[CH:15]=[CH:14][CH:13]=[CH:12][CH:11]=3)=[O:9])[N:56]=2)[CH:53]=1. The yield is 0.350. (6) The reactants are [NH2:1][C:2]1[N:6]([C:7]2[CH:8]=[C:9]([CH:16]=[CH:17][C:18]=2[CH3:19])[C:10]([NH:12][CH:13]2[CH2:15][CH2:14]2)=[O:11])[N:5]=[CH:4][C:3]=1[C:20](=[O:28])[C:21]1[CH:26]=[CH:25][CH:24]=[C:23]([OH:27])[CH:22]=1.Cl[CH2:30][CH:31]1[CH2:35][O:34][C:33]([CH3:37])([CH3:36])[O:32]1.C([O-])([O-])=O.[K+].[K+]. The catalyst is CN(C=O)C. The product is [NH2:1][C:2]1[N:6]([C:7]2[CH:8]=[C:9]([CH:16]=[CH:17][C:18]=2[CH3:19])[C:10]([NH:12][CH:13]2[CH2:14][CH2:15]2)=[O:11])[N:5]=[CH:4][C:3]=1[C:20](=[O:28])[C:21]1[CH:26]=[CH:25][CH:24]=[C:23]([O:27][CH2:30][CH:31]2[CH2:35][O:34][C:33]([CH3:37])([CH3:36])[O:32]2)[CH:22]=1. The yield is 0.180. (7) The reactants are [CH3:1][N:2]1[CH2:6][CH2:5][CH2:4][C@H:3]1[C:7]1[N:11]2[CH:12]=[C:13]([O:16][C@H:17]3[C:26]4[C:21](=[CH:22][CH:23]=[CH:24][CH:25]=4)[C@@H:20]([NH2:27])[CH2:19][CH2:18]3)[CH:14]=[CH:15][C:10]2=[N:9][N:8]=1.ClC(Cl)(Cl)C[O:31][C:32](=O)[NH:33][C:34]1[N:35]([C:43]2[CH:48]=[CH:47][CH:46]=[C:45]([O:49][CH2:50][CH2:51][O:52][CH:53]3[CH2:58][CH2:57][CH2:56][CH2:55][O:54]3)[CH:44]=2)[N:36]=[C:37]([C:39]([CH3:42])([CH3:41])[CH3:40])[CH:38]=1.CCN(C(C)C)C(C)C. The catalyst is O1CCOCC1. The product is [C:39]([C:37]1[CH:38]=[C:34]([NH:33][C:32]([NH:27][C@@H:20]2[C:21]3[C:26](=[CH:25][CH:24]=[CH:23][CH:22]=3)[C@H:17]([O:16][C:13]3[CH:14]=[CH:15][C:10]4[N:11]([C:7]([C@@H:3]5[CH2:4][CH2:5][CH2:6][N:2]5[CH3:1])=[N:8][N:9]=4)[CH:12]=3)[CH2:18][CH2:19]2)=[O:31])[N:35]([C:43]2[CH:48]=[CH:47][CH:46]=[C:45]([O:49][CH2:50][CH2:51][O:52][CH:53]3[CH2:58][CH2:57][CH2:56][CH2:55][O:54]3)[CH:44]=2)[N:36]=1)([CH3:42])([CH3:40])[CH3:41]. The yield is 0.760.